Regression. Given two drug SMILES strings and cell line genomic features, predict the synergy score measuring deviation from expected non-interaction effect. From a dataset of Merck oncology drug combination screen with 23,052 pairs across 39 cell lines. (1) Drug 1: N#Cc1ccc(Cn2cncc2CN2CCN(c3cccc(Cl)c3)C(=O)C2)cc1. Drug 2: CNC(=O)c1cc(Oc2ccc(NC(=O)Nc3ccc(Cl)c(C(F)(F)F)c3)cc2)ccn1. Cell line: ES2. Synergy scores: synergy=-1.09. (2) Drug 1: CC(C)CC(NC(=O)C(Cc1ccccc1)NC(=O)c1cnccn1)B(O)O. Drug 2: CCC1(O)C(=O)OCc2c1cc1n(c2=O)Cc2cc3c(CN(C)C)c(O)ccc3nc2-1. Cell line: NCIH520. Synergy scores: synergy=-22.5. (3) Drug 1: CCC1(O)CC2CN(CCc3c([nH]c4ccccc34)C(C(=O)OC)(c3cc4c(cc3OC)N(C)C3C(O)(C(=O)OC)C(OC(C)=O)C5(CC)C=CCN6CCC43C65)C2)C1. Drug 2: CNC(=O)c1cc(Oc2ccc(NC(=O)Nc3ccc(Cl)c(C(F)(F)F)c3)cc2)ccn1. Cell line: ZR751. Synergy scores: synergy=-4.22. (4) Drug 1: COc1cccc2c1C(=O)c1c(O)c3c(c(O)c1C2=O)CC(O)(C(=O)CO)CC3OC1CC(N)C(O)C(C)O1. Drug 2: CNC(=O)c1cc(Oc2ccc(NC(=O)Nc3ccc(Cl)c(C(F)(F)F)c3)cc2)ccn1. Cell line: SKMES1. Synergy scores: synergy=-19.0. (5) Drug 1: O=C(NOCC(O)CO)c1ccc(F)c(F)c1Nc1ccc(I)cc1F. Drug 2: Cn1cc(-c2cnn3c(N)c(Br)c(C4CCCNC4)nc23)cn1. Cell line: NCIH1650. Synergy scores: synergy=0.832. (6) Drug 1: C#Cc1cccc(Nc2ncnc3cc(OCCOC)c(OCCOC)cc23)c1. Drug 2: CCc1cnn2c(NCc3ccc[n+]([O-])c3)cc(N3CCCCC3CCO)nc12. Cell line: HT144. Synergy scores: synergy=0.608. (7) Drug 1: COC12C(COC(N)=O)C3=C(C(=O)C(C)=C(N)C3=O)N1CC1NC12. Drug 2: NC1(c2ccc(-c3nc4ccn5c(=O)[nH]nc5c4cc3-c3ccccc3)cc2)CCC1. Cell line: NCIH23. Synergy scores: synergy=3.17.